From a dataset of Catalyst prediction with 721,799 reactions and 888 catalyst types from USPTO. Predict which catalyst facilitates the given reaction. (1) Reactant: C(O)(=O)C.[NH:5]1[C:13]2[C:8](=[CH:9][CH:10]=[CH:11][CH:12]=2)[C:7]([CH2:14][C@H:15]([NH:17][CH2:18][C@H:19]([CH3:22])[CH2:20][F:21])[CH3:16])=[CH:6]1.[F:23][C:24]1[CH:25]=[C:26](/[CH:33]=[CH:34]/[C:35]([O:37][CH3:38])=[O:36])[CH:27]=[C:28]([F:32])[C:29]=1[CH:30]=O. Product: [F:23][C:24]1[CH:25]=[C:26](/[CH:33]=[CH:34]/[C:35]([O:37][CH3:38])=[O:36])[CH:27]=[C:28]([F:32])[C:29]=1[C@@H:30]1[C:6]2[NH:5][C:13]3[C:8]([C:7]=2[CH2:14][C@@H:15]([CH3:16])[N:17]1[CH2:18][C@H:19]([CH3:22])[CH2:20][F:21])=[CH:9][CH:10]=[CH:11][CH:12]=3. The catalyst class is: 11. (2) Reactant: [OH-].[Na+].[C:3]([C:7]1[CH:8]=[C:9]([OH:14])[C:10](=[CH:12][CH:13]=1)[OH:11])([CH3:6])([CH3:5])[CH3:4].[CH2:15](I)I. Product: [C:3]([C:7]1[CH:13]=[CH:12][C:10]2[O:11][CH2:15][O:14][C:9]=2[CH:8]=1)([CH3:6])([CH3:4])[CH3:5]. The catalyst class is: 16.